Dataset: Catalyst prediction with 721,799 reactions and 888 catalyst types from USPTO. Task: Predict which catalyst facilitates the given reaction. (1) Reactant: [C:1]([O:5][C:6]([N:8]1[CH2:12][CH2:11][CH2:10][C@H:9]1[C:13]1[O:17][N:16]=[C:15]([CH:18]2[CH2:21][NH:20][CH2:19]2)[N:14]=1)=[O:7])([CH3:4])([CH3:3])[CH3:2].C(N(CC)CC)C.[C:29](Cl)(=[O:31])[CH3:30]. The catalyst class is: 68. Product: [C:1]([O:5][C:6]([N:8]1[CH2:12][CH2:11][CH2:10][C@H:9]1[C:13]1[O:17][N:16]=[C:15]([CH:18]2[CH2:19][N:20]([C:29](=[O:31])[CH3:30])[CH2:21]2)[N:14]=1)=[O:7])([CH3:4])([CH3:2])[CH3:3]. (2) The catalyst class is: 94. Product: [NH2:2][CH2:1][CH:3]1[CH2:8][CH2:7][N:6]([CH2:9][C:10]2([C:16]([O:18][C:19]([CH3:22])([CH3:21])[CH3:20])=[O:17])[CH2:15][CH2:14][O:13][CH2:12][CH2:11]2)[CH2:5][CH2:4]1. Reactant: [C:1]([CH:3]1[CH2:8][CH2:7][N:6]([CH2:9][C:10]2([C:16]([O:18][C:19]([CH3:22])([CH3:21])[CH3:20])=[O:17])[CH2:15][CH2:14][O:13][CH2:12][CH2:11]2)[CH2:5][CH2:4]1)#[N:2]. (3) Reactant: O[C:2]1[CH:7]=[C:6](OC)[CH:5]=[C:4](OC)[C:3]=1[C:12](=[O:22])[CH2:13][C:14](C1C=CN=CC=1)=[O:15].C(O)(=O)C.[ClH:27].C([O-])(O)=O.[Na+]. Product: [ClH:27].[O:15]1[C:4]2[C:3](=[CH:2][CH:7]=[CH:6][CH:5]=2)[C:12](=[O:22])[CH:13]=[CH:14]1. The catalyst class is: 6. (4) Reactant: [Si:1]([O:8][CH2:9][CH2:10][CH2:11][N:12]1C(=O)C2C(=CC=CC=2)C1=O)([C:4]([CH3:7])([CH3:6])[CH3:5])([CH3:3])[CH3:2].CNN. Product: [Si:1]([O:8][CH2:9][CH2:10][CH2:11][NH2:12])([C:4]([CH3:6])([CH3:7])[CH3:5])([CH3:3])[CH3:2]. The catalyst class is: 8. (5) Product: [N:8]1([C:4]2[CH:3]=[C:2]([NH:14][C:13](=[O:20])[O:15][C:16]([CH3:19])([CH3:18])[CH3:17])[CH:7]=[CH:6][N:5]=2)[CH:12]=[CH:11][CH:10]=[N:9]1. The catalyst class is: 62. Reactant: Br[C:2]1[CH:7]=[CH:6][N:5]=[C:4]([N:8]2[CH:12]=[CH:11][CH:10]=[N:9]2)[CH:3]=1.[C:13](=[O:20])([O:15][C:16]([CH3:19])([CH3:18])[CH3:17])[NH2:14].C(=O)([O-])[O-].[Cs+].[Cs+].CC1(C)C2C(=C(P(C3C=CC=CC=3)C3C=CC=CC=3)C=CC=2)OC2C(P(C3C=CC=CC=3)C3C=CC=CC=3)=CC=CC1=2.